Binary Classification. Given a miRNA mature sequence and a target amino acid sequence, predict their likelihood of interaction. From a dataset of Experimentally validated miRNA-target interactions with 360,000+ pairs, plus equal number of negative samples. (1) The miRNA is hsa-miR-7154-3p with sequence AGGAGGACAAGUUGUGGGAU. The protein sequence of the target gene is MASSSGSSPRPAPDENEFPFGCPPTVCQDPKEPRALCCAGCLSENPRNGEDQICPKCRGEDLQSISPGSRLRTQEKAHPEVAEAGIGCPFAGVGCSFKGSPQSVQEHEVTSQTSHLNLLLGFMKQWKARLGCGLESGPMALEQNLSDLQLQAAVEVAGDLEVDCYRAPCSESQEELALQHFMKEKLLAELEGKLRVFENIVAVLNKEVEASHLALATSIHQSQLDRERILSLEQRVVELQQTLAQKDQALGKLEQSLRLMEEASFDGTFLWKITNVTRRCHESACGRTVSLFSPAFYTAK.... Result: 1 (interaction). (2) The miRNA is hsa-miR-135b-5p with sequence UAUGGCUUUUCAUUCCUAUGUGA. The protein sequence of the target gene is MRHGVAWALLVAAALGLGARGVRGAVALADFYPFGAERGDAVTPKQDDGGSGLRPLSVPFPFFGAEHSGLYVNNNGIISFLKEVSQFTPVAFPIAKDRCVVAAFWADVDNRRAGDVYYREATDPAMLRRATEDVRHYFPELLDFNATWVFVATWYRVTFFGGSSSSPVNTFQTVLITDGKLSFTIFNYESIVWTTGTHASSGGNATGLGGIAAQAGFNAGDGQRYFSIPGSRTADMAEVETTTNVGVPGRWAFRIDDAQVRVGGCGHTTSVCLALRPCLNGGKCIDDCVTGNPSYTCSCL.... Result: 1 (interaction). (3) Result: 0 (no interaction). The protein sequence of the target gene is MHPLQCVLQVQRSLGWGPLASVSWLSLRMCRAHSSLSSTMCPSPERQEDGARKDFSSRLAAGPTFQHFLKSASAPQEKLSSEVEDPPPYLMMDELLGRQRKVYLETYGCQMNVNDTEIAWSILQKSGYLRTSNLQEADVILLVTCSIREKAEQTIWNRLHQLKALKTRRPRSRVPLRIGILGCMAERLKEEILNREKMVDILAGPDAYRDLPRLLAVAESGQQAANVLLSLDETYADVMPVQTSASATSAFVSIMRGCDNMCSYCIVPFTRGRERSRPIASILEEVKKLSEQVFLPPRPP.... The miRNA is rno-miR-16-5p with sequence UAGCAGCACGUAAAUAUUGGCG. (4) The miRNA is bta-miR-146b with sequence UGAGAACUGAAUUCCAUAGGCUGU. The protein sequence of the target gene is MSTCCWCTPGGASTIDFLKRYASNTPSGEFQTADEDLCYCLECVAEYHKARDELPFLHEVLWELETLRLINHFEKSMKAEIGDDDELYIVDNNGEMPLFDITGQDFENKLRVPLLEILKYPYLLLHERVNELCVEALCRMEQANCSFQVFDKHPGIYLFLVHPNEMVRRWAILTARNLGKVDRDDYYDLQEVLLCLFKVIELGLLESPDIYTSSVLEKGKLILLPSHMYDTTNYKSYWLGICMLLTILEEQAMDSLLLGSDKQNDFMQSILHTMEREADDDSVDPFWPALHCFMVILDRL.... Result: 0 (no interaction).